From a dataset of Drug-target binding data from BindingDB using Ki measurements. Regression. Given a target protein amino acid sequence and a drug SMILES string, predict the binding affinity score between them. We predict pKi (pKi = -log10(Ki in M); higher means stronger inhibition). Dataset: bindingdb_ki. (1) The compound is CN1C[C@H](Nc2cnn(C)c(=O)c2Br)C[C@H](c2ccccc2)C1. The target protein (Q9ULD4) has sequence MRKPRRKSRQNAEGRRSPSPYSLKCSPTRETLTYAQAQRIVEVDIDGRLHRISIYDPLKIITEDELTAQDITECNSNKENSEQPQFPGKSKKPSSKGKKKESCSKHASGTSFHLPQPSFRMVDSGIQPEAPPLPAAYYRYIEKPPEDLDAEVEYDMDEEDLAWLDMVNEKRRVDGHSLVSADTFELLVDRLEKESYLESRSSGAQQSLIDEDAFCCVCLDDECHNSNVILFCDICNLAVHQECYGVPYIPEGQWLCRCCLQSPSRPVDCILCPNKGGAFKQTSDGHWAHVVCAIWIPEVCFANTVFLEPIEGIDNIPPARWKLTCYICKQKGLGAAIQCHKVNCYTAFHVTCAQRAGLFMKIEPMRETSLNGTIFTVRKTAYCEAHSPPGAATARRKGDSPRSISETGDEEGLKEGDGEEEEEEEVEEEEQEAQGGVSGSLKGVPKKSKMSLKQKIKKEPEEAGQDTPSTLPMLAVPQIPSYRLNKICSGLSFQRKNQFM.... The pKi is 7.0. (2) The small molecule is O=C([O-])[C@H](O)[C@H](O)COP(=O)(O)O. The target protein (P00349) has sequence MAQADIALIGLAVMGQNLILNMNDHGFVVCAFNRTVSKVDDFLANEAKGTKVLGAHSLEEMVSKLKKPRRIILLVKAGQAVDNFIEKLVPLLDIGDIIIDGGNSEYRDTMRRCRDLKDKGILFVGSGVSGGEDGARYGPSLMPGGNKEAWPHIKAIFQGIAAKVGTGEPCCDWVGDDGAGHFVKMVHNGIEYGDMQLICEAYHLMKDVLGLGHKEMAKAFEEWNKTELDSFLIEITASILKFQDADGKHLLPKIRDSAGQKGTGKWTAISALEYGVPVTLIGEAVFARCLSSLKDERIQASKKLKGPQNIPFEGDKKSFLEDIRKALYASKIISYAQGFMLLRQAATEFGWTLNYGGIALMWRGGCIIRSVFLGKIKDAFDRNPGLQNLLLDDFFKSAVENCQDSWRRAISTGVQAGIPMPCFTTALSFYDGYRHAMLPANLIQAQRDYFGAHTYELLAKPGQFIHTNWTGHGGSVSSSSYNA. The pKi is 5.0. (3) The small molecule is CN(C)c1ccnc2sc3c(=O)n(-c4ccc(Cl)cc4)cnc3c12. The target protein (P23385) has sequence MVRLLLIFFPMIFLEMSILPRMPDRKVLLAGASSQRSVARMDGDVIIGALFSVHHQPPAEKVPERKCGEIREQYGIQRVEAMFHTLDKINADPVLLPNITLGSEIRDSCWHSSVALEQSIEFIRDSLISIRDEKDGLNRCLPDGQTLPPGRTKKPIAGVIGPGSSSVAIQVQNLLQLFDIPQIAYSATSIDLSDKTLYKYFLRVVPSDTLQARAMLDIVKRYNWTYVSAVHTEGNYGESGMDAFKELAAQEGLCIAHSDKIYSNAGEKSFDRLLRKLRERLPKARVVVCFCEGMTVRGLLSAMRRLGVVGEFSLIGSDGWADRDEVIEGYEVEANGGITIKLQSPEVRSFDDYFLKLRLDTNTRNPWFPEFWQHRFQCRLPGHLLENPNFKKVCTGNESLEENYVQDSKMGFVINAIYAMAHGLQNMHHALCPGHVGLCDAMKPIDGRKLLDFLIKSSFVGVSGEEVWFDEKGDAPGRYDIMNLQYTEANRYDYVHVGTW.... The pKi is 8.4.